Dataset: Tyrosyl-DNA phosphodiesterase HTS with 341,365 compounds. Task: Binary Classification. Given a drug SMILES string, predict its activity (active/inactive) in a high-throughput screening assay against a specified biological target. (1) The result is 0 (inactive). The compound is S(c1n(c(nn1)c1ccccc1)c1ccccc1)CC(=O)c1ccc(NC(=O)C)cc1. (2) The compound is S(=O)(=O)(N1CCOCC1)c1c(ccc(c1)C(=O)NC(c1ccc(n2ccnc2)cc1)C)C. The result is 0 (inactive). (3) The molecule is Brc1c(n(nc1C)C)C(=O)N\N=C(\c1cc(NC(=O)C2CCC2)ccc1)C. The result is 0 (inactive). (4) The result is 0 (inactive). The compound is S=c1n(c(n[nH]1)CC(=O)Nc1ccccc1)CC. (5) The molecule is S(=O)(=O)(c1cc2CCN(c2cc1)C(=O)C)CCC(=O)NCc1occc1. The result is 0 (inactive). (6) The result is 0 (inactive). The compound is O1c2c3C([N+](CCc3cc(OC)c2O)(C)C)Cc2cc(Oc3cc4C(N(CCc4cc3OC)C)Cc3cc1ccc3)c(O)cc2. (7) The drug is S(CC(=O)N1CCCCC1)c1n(c(nn1)Cc1[nH]c(=O)[nH]c(=O)c1)c1cc(ccc1)C. The result is 0 (inactive). (8) The drug is s1c2c(CCCC2)c(c1NC(=O)c1sccc1)C(OC(C)C)=O. The result is 0 (inactive). (9) The drug is O(c1c2c(n(CC)c(=O)c1)cccc2)CC(=O)Nc1nc(ccc1)C. The result is 0 (inactive).